Predict the reaction yield, written as a fraction of the theoretical maximum amount of product (1.0 means a 100% yield; for example, 0.34 means a 34% yield). From a dataset of Reaction yield outcomes from USPTO patents with 853,638 reactions. (1) The reactants are [Cl:1][C:2]1[CH:7]=[CH:6][C:5]([OH:8])=[C:4]([I:9])[CH:3]=1.[CH2:10]([N:17]1[CH2:22][CH:21]=[C:20]([CH2:23]O)[CH2:19][CH2:18]1)[C:11]1[CH:16]=[CH:15][CH:14]=[CH:13][CH:12]=1.C1(P(C2C=CC=CC=2)C2C=CC=CC=2)C=CC=CC=1.CCOC(/N=N/C(OCC)=O)=O. The catalyst is C1COCC1. The product is [CH2:10]([N:17]1[CH2:18][CH:19]=[C:20]([CH2:23][O:8][C:5]2[CH:6]=[CH:7][C:2]([Cl:1])=[CH:3][C:4]=2[I:9])[CH2:21][CH2:22]1)[C:11]1[CH:16]=[CH:15][CH:14]=[CH:13][CH:12]=1. The yield is 0.860. (2) The reactants are C[O:2][C:3](=[O:33])[CH2:4][C@H:5]([N:8]1[C:13](=[O:14])[C:12]2[N:15]=[CH:16][CH:17]=[CH:18][C:11]=2[N:10]([CH2:19][C:20]2[C:28]3[C:23](=[CH:24][C:25]([CH3:30])=[CH:26][C:27]=3[CH3:29])[N:22]([CH3:31])[CH:21]=2)[C:9]1=[O:32])[CH2:6][CH3:7].O.[OH-].[Li+].C(O)(=O)C. The catalyst is O.O1CCOCC1. The product is [O:32]=[C:9]1[N:10]([CH2:19][C:20]2[C:28]3[C:23](=[CH:24][C:25]([CH3:30])=[CH:26][C:27]=3[CH3:29])[N:22]([CH3:31])[CH:21]=2)[C:11]2[CH:18]=[CH:17][CH:16]=[N:15][C:12]=2[C:13](=[O:14])[N:8]1[C@H:5]([CH2:6][CH3:7])[CH2:4][C:3]([OH:33])=[O:2]. The yield is 0.420. (3) The reactants are [OH:1][C:2]1[CH:9]=[CH:8][CH:7]=[CH:6][C:3]=1[CH:4]=[O:5].CS(O[CH:15]1[CH2:20][CH2:19][N:18]([C:21]([O:23][C:24]([CH3:27])([CH3:26])[CH3:25])=[O:22])[CH2:17][CH2:16]1)(=O)=O.C([O-])([O-])=O.[K+].[K+]. The catalyst is [I-].C([N+](CCCC)(CCCC)CCCC)CCC.CN(C=O)C. The product is [CH:4]([C:3]1[CH:6]=[CH:7][CH:8]=[CH:9][C:2]=1[O:1][CH:15]1[CH2:20][CH2:19][N:18]([C:21]([O:23][C:24]([CH3:27])([CH3:26])[CH3:25])=[O:22])[CH2:17][CH2:16]1)=[O:5]. The yield is 0.270. (4) The reactants are [F:1][C:2]1[N:7]=[C:6]([NH2:8])[CH:5]=[CH:4][CH:3]=1.[CH3:9][C:10]1[CH:17]=[C:16]([OH:18])[CH:15]=[C:14]([CH3:19])[C:11]=1[CH:12]=O.[N+:20]([C:22]1[CH:31]=[CH:30][C:25]2[O:26][CH2:27][CH2:28][O:29][C:24]=2[CH:23]=1)#[C-:21]. No catalyst specified. The product is [O:26]1[CH2:27][CH2:28][O:29][C:24]2[CH:23]=[C:22]([NH:20][C:21]3[N:7]4[C:2]([F:1])=[CH:3][CH:4]=[CH:5][C:6]4=[N:8][C:12]=3[C:11]3[C:10]([CH3:9])=[CH:17][C:16]([OH:18])=[CH:15][C:14]=3[CH3:19])[CH:31]=[CH:30][C:25]1=2. The yield is 0.490.